From a dataset of Reaction yield outcomes from USPTO patents with 853,638 reactions. Predict the reaction yield, written as a fraction of the theoretical maximum amount of product (1.0 means a 100% yield; for example, 0.34 means a 34% yield). (1) The reactants are [CH3:1][C:2]([O:4][C:5]1[C:10]([C:11](Cl)=[O:12])=[CH:9][CH:8]=[CH:7][CH:6]=1)=[O:3].[NH2:14][C:15]1[S:16][C:17]([C:20]([F:23])([F:22])[F:21])=[N:18][N:19]=1. No catalyst specified. The product is [C:2]([O:4][C:5]1[CH:6]=[CH:7][CH:8]=[CH:9][C:10]=1[C:11]([NH:14][C:15]1[S:16][C:17]([C:20]([F:23])([F:22])[F:21])=[N:18][N:19]=1)=[O:12])(=[O:3])[CH3:1]. The yield is 0.511. (2) The reactants are Cl[C:2]1[C:3]2[CH:20]=[CH:19][C:18](=[O:21])[N:17]([C:22]3[C:27]([F:28])=[CH:26][CH:25]=[CH:24][C:23]=3[F:29])[C:4]=2[N:5]=[C:6]([NH:8][CH2:9][CH2:10][CH2:11][N:12]([CH2:15][CH3:16])[CH2:13][CH3:14])[N:7]=1.[CH3:30][C:31]1[C:39](B2OC(C)(C)C(C)(C)O2)=[CH:38][CH:37]=[CH:36][C:32]=1[C:33]([OH:35])=[O:34].C(=O)([O-])[O-].[K+].[K+]. The catalyst is O1CCOCC1.O.C1C=CC([P]([Pd]([P](C2C=CC=CC=2)(C2C=CC=CC=2)C2C=CC=CC=2)([P](C2C=CC=CC=2)(C2C=CC=CC=2)C2C=CC=CC=2)[P](C2C=CC=CC=2)(C2C=CC=CC=2)C2C=CC=CC=2)(C2C=CC=CC=2)C2C=CC=CC=2)=CC=1. The product is [CH2:13]([N:12]([CH2:15][CH3:16])[CH2:11][CH2:10][CH2:9][NH:8][C:6]1[N:7]=[C:2]([C:39]2[C:31]([CH3:30])=[C:32]([CH:36]=[CH:37][CH:38]=2)[C:33]([OH:35])=[O:34])[C:3]2[CH:20]=[CH:19][C:18](=[O:21])[N:17]([C:22]3[C:27]([F:28])=[CH:26][CH:25]=[CH:24][C:23]=3[F:29])[C:4]=2[N:5]=1)[CH3:14]. The yield is 0.990.